Dataset: Full USPTO retrosynthesis dataset with 1.9M reactions from patents (1976-2016). Task: Predict the reactants needed to synthesize the given product. (1) Given the product [C:1]([C:5]1[CH:6]=[C:7]([NH:11][C:12]([NH:14][C:15]2[CH:20]=[C:19]([O:21][CH:22]3[CH2:23][CH2:24][N:25]([C:38](=[O:39])[C:37]([Cl:42])([Cl:41])[Cl:36])[CH2:26][CH2:27]3)[CH:18]=[C:17]([F:28])[CH:16]=2)=[O:13])[N:8]([CH3:10])[N:9]=1)([CH3:4])([CH3:2])[CH3:3], predict the reactants needed to synthesize it. The reactants are: [C:1]([C:5]1[CH:6]=[C:7]([NH:11][C:12]([NH:14][C:15]2[CH:20]=[C:19]([O:21][CH:22]3[CH2:27][CH2:26][NH:25][CH2:24][CH2:23]3)[CH:18]=[C:17]([F:28])[CH:16]=2)=[O:13])[N:8]([CH3:10])[N:9]=1)([CH3:4])([CH3:3])[CH3:2].C(N(CC)CC)C.[Cl:36][C:37]([Cl:42])([Cl:41])[C:38](Cl)=[O:39]. (2) Given the product [F:8][C:3]1[CH:4]=[CH:5][CH:6]=[CH:7][C:2]=1[C:18]([CH:20]1[CH2:21][N:22]([C@H:26]([C:28]2[CH:33]=[CH:32][CH:31]=[CH:30][CH:29]=2)[CH3:27])[C:23](=[O:25])[CH2:24]1)=[O:19], predict the reactants needed to synthesize it. The reactants are: Br[C:2]1[CH:7]=[CH:6][CH:5]=[CH:4][C:3]=1[F:8].C([Li])CCC.COCN[C:18]([CH:20]1[CH2:24][C:23](=[O:25])[N:22]([C@H:26]([C:28]2[CH:33]=[CH:32][CH:31]=[CH:30][CH:29]=2)[CH3:27])[CH2:21]1)=[O:19]. (3) Given the product [F:59][C:45]1[C:46]([NH:48][C@@H:49]2[CH2:54][CH2:53][CH2:52][N:51]([C:55](=[O:58])[CH:56]=[CH2:57])[CH2:50]2)=[N:47][C:42]([NH:12][C:4]2[CH:5]=[C:6]3[C:10](=[C:2]([F:1])[CH:3]=2)[CH2:9][N:8]([CH3:11])[CH2:7]3)=[N:43][CH:44]=1, predict the reactants needed to synthesize it. The reactants are: [F:1][C:2]1[CH:3]=[C:4]([NH2:12])[CH:5]=[C:6]2[C:10]=1[CH2:9][N:8]([CH3:11])[CH2:7]2.CN(C1C(C2C(P(C3CCCCC3)C3CCCCC3)=CC=CC=2)=CC=CC=1)C.Cl[C:42]1[N:47]=[C:46]([NH:48][C@@H:49]2[CH2:54][CH2:53][CH2:52][N:51]([C:55](=[O:58])[CH:56]=[CH2:57])[CH2:50]2)[C:45]([F:59])=[CH:44][N:43]=1.C([O-])([O-])=O.[Na+].[Na+]. (4) Given the product [CH2:22]([N:13]1[C:12](=[O:29])[C:11]2([CH2:30][CH2:31][NH:8][CH2:9][CH2:10]2)[N:15]([C:16]2[CH:21]=[CH:20][CH:19]=[CH:18][CH:17]=2)[CH2:14]1)[C:23]1[CH:24]=[CH:25][CH:26]=[CH:27][CH:28]=1, predict the reactants needed to synthesize it. The reactants are: C(OC([N:8]1[CH2:31][CH2:30][C:11]2([N:15]([C:16]3[CH:21]=[CH:20][CH:19]=[CH:18][CH:17]=3)[CH2:14][N:13]([CH2:22][C:23]3[CH:28]=[CH:27][CH:26]=[CH:25][CH:24]=3)[C:12]2=[O:29])[CH2:10][CH2:9]1)=O)(C)(C)C.Cl.